Dataset: Full USPTO retrosynthesis dataset with 1.9M reactions from patents (1976-2016). Task: Predict the reactants needed to synthesize the given product. (1) Given the product [CH3:22][O:23][C:24](=[O:42])[CH2:25][C:26]1[C:27]([CH3:41])=[N:28][N:29]([CH2:32][C:33]2[CH:38]=[CH:37][C:36]([NH:39][C:13]([C:4]3[N:3]([CH2:1][CH3:2])[C:11]4[C:6]([CH:5]=3)=[CH:7][C:8]([F:12])=[CH:9][CH:10]=4)=[O:15])=[CH:35][C:34]=2[F:40])[C:30]=1[CH3:31], predict the reactants needed to synthesize it. The reactants are: [CH2:1]([N:3]1[C:11]2[C:6](=[CH:7][C:8]([F:12])=[CH:9][CH:10]=2)[CH:5]=[C:4]1[C:13]([OH:15])=O)[CH3:2].C(Cl)(=O)C(Cl)=O.[CH3:22][O:23][C:24](=[O:42])[CH2:25][C:26]1[C:27]([CH3:41])=[N:28][N:29]([CH2:32][C:33]2[CH:38]=[CH:37][C:36]([NH2:39])=[CH:35][C:34]=2[F:40])[C:30]=1[CH3:31].C(N(C(C)C)CC)(C)C. (2) The reactants are: F[C:2](F)(F)[C:3]([O:5][C:6](=O)[C:7](F)(F)F)=[O:4].[Br:14][C:15]1[CH:16]=[C:17]2[C:21](=[CH:22][CH:23]=1)[NH:20][CH:19]=C2.Cl.[OH-].[Na+]. Given the product [CH2:6]([O:5][C:3]([C:2]1[C:17]2[C:21](=[CH:22][CH:23]=[C:15]([Br:14])[CH:16]=2)[NH:20][CH:19]=1)=[O:4])[CH3:7], predict the reactants needed to synthesize it.